From a dataset of Full USPTO retrosynthesis dataset with 1.9M reactions from patents (1976-2016). Predict the reactants needed to synthesize the given product. (1) The reactants are: C[O:2][C:3](=[O:19])[CH:4]([O:17][CH3:18])[CH2:5][C:6]1[CH:11]=[CH:10][CH:9]=[C:8]([O:12][CH2:13][CH2:14][CH2:15]Br)[CH:7]=1.[CH3:20][O:21][C:22]1[CH:27]=[CH:26][CH:25]=[CH:24][C:23]=1[OH:28].CO[C@@H](CC1C=CC(OCCCOC2C=CC=CC=2)=CC=1)C(O)=O. Given the product [CH3:18][O:17][CH:4]([CH2:5][C:6]1[CH:11]=[CH:10][CH:9]=[C:8]([O:12][CH2:13][CH2:14][CH2:15][O:28][C:23]2[CH:24]=[CH:25][CH:26]=[CH:27][C:22]=2[O:21][CH3:20])[CH:7]=1)[C:3]([OH:2])=[O:19], predict the reactants needed to synthesize it. (2) Given the product [Cl:1][C:2]1[CH:3]=[CH:4][C:5]([NH:8][C:9]([CH:11]2[CH2:16][C:15]([F:18])([F:17])[CH2:14][N:13]([C:28](=[O:29])[C:27]3[CH:31]=[CH:32][CH:33]=[C:25]([C:24]4[N:20]([CH3:19])[CH:21]=[N:22][CH:23]=4)[CH:26]=3)[CH2:12]2)=[O:10])=[CH:6][CH:7]=1, predict the reactants needed to synthesize it. The reactants are: [Cl:1][C:2]1[CH:7]=[CH:6][C:5]([NH:8][C:9]([CH:11]2[CH2:16][C:15]([F:18])([F:17])[CH2:14][NH:13][CH2:12]2)=[O:10])=[CH:4][CH:3]=1.[CH3:19][N:20]1[C:24]([C:25]2[CH:26]=[C:27]([CH:31]=[CH:32][CH:33]=2)[C:28](O)=[O:29])=[CH:23][N:22]=[CH:21]1.Cl.CN(C)CCCN=C=NCC.C(N(CC)C(C)C)(C)C. (3) Given the product [C:13]1([CH2:12][CH2:11][C:9]2[S:8][C:4]3[N:5]=[CH:6][N:7]=[C:2]([NH:32][C:24]4[CH:25]=[C:26]5[C:30](=[CH:31][C:23]=4[O:22][CH:19]([CH3:21])[CH3:20])[NH:29][N:28]=[CH:27]5)[C:3]=3[N:10]=2)[CH:18]=[CH:17][CH:16]=[CH:15][CH:14]=1, predict the reactants needed to synthesize it. The reactants are: Cl[C:2]1[C:3]2[N:10]=[C:9]([CH2:11][CH2:12][C:13]3[CH:18]=[CH:17][CH:16]=[CH:15][CH:14]=3)[S:8][C:4]=2[N:5]=[CH:6][N:7]=1.[CH:19]([O:22][C:23]1[CH:31]=[C:30]2[C:26]([CH:27]=[N:28][NH:29]2)=[CH:25][C:24]=1[NH2:32])([CH3:21])[CH3:20]. (4) Given the product [C:1]([O:5][C:6]([N:8]1[CH2:13][CH2:12][CH2:11][CH:10]([CH2:14][N:26]2[CH2:27][CH2:28][N:23]([C:29](=[O:31])[CH3:30])[CH2:24][CH2:25]2)[CH:9]1[CH2:16][C:17]1[CH:18]=[CH:19][CH:20]=[CH:21][CH:22]=1)=[O:7])([CH3:2])([CH3:3])[CH3:4], predict the reactants needed to synthesize it. The reactants are: [C:1]([O:5][C:6]([N:8]1[CH2:13][CH2:12][CH2:11][CH:10]([CH:14]=O)[CH:9]1[CH2:16][C:17]1[CH:22]=[CH:21][CH:20]=[CH:19][CH:18]=1)=[O:7])([CH3:4])([CH3:3])[CH3:2].[N:23]1([C:29](=[O:31])[CH3:30])[CH2:28][CH2:27][NH:26][CH2:25][CH2:24]1.C(O[BH-](OC(=O)C)OC(=O)C)(=O)C.[Na+]. (5) Given the product [C:8]([C:7]1[N:6]=[CH:5][C:4]([NH:10][C@@H:11]2[CH2:16][CH2:15][O:14][CH2:13][C@@H:12]2[NH:17][C:18](=[O:24])[O:19][C:20]([CH3:23])([CH3:22])[CH3:21])=[CH:3][C:2]=1[NH:32][C:30]1[S:29][N:28]=[C:27]([CH3:26])[CH:31]=1)#[N:9], predict the reactants needed to synthesize it. The reactants are: Br[C:2]1[CH:3]=[C:4]([NH:10][C@@H:11]2[CH2:16][CH2:15][O:14][CH2:13][C@@H:12]2[NH:17][C:18](=[O:24])[O:19][C:20]([CH3:23])([CH3:22])[CH3:21])[CH:5]=[N:6][C:7]=1[C:8]#[N:9].Cl.[CH3:26][C:27]1[CH:31]=[C:30]([NH2:32])[S:29][N:28]=1.CC1(C)C2C(=C(P(C3C=CC=CC=3)C3C=CC=CC=3)C=CC=2)OC2C(P(C3C=CC=CC=3)C3C=CC=CC=3)=CC=CC1=2.C([O-])([O-])=O.[Cs+].[Cs+]. (6) Given the product [Cl:11][C:4]1[C:3]([C:12]2[CH:17]=[CH:16][CH:15]=[CH:14][C:13]=2[F:18])=[CH:2][N:7]2[CH:8]=[CH:9][N:10]=[C:6]2[N:5]=1, predict the reactants needed to synthesize it. The reactants are: Cl[C:2]1[N:7]2[CH:8]=[CH:9][N:10]=[C:6]2[N:5]=[C:4]([Cl:11])[C:3]=1[C:12]1[CH:17]=[CH:16][CH:15]=[CH:14][C:13]=1[F:18]. (7) Given the product [C:1]1([S:7][C:8]2[CH:9]=[C:10]3[C:11]([CH2:14][CH2:15][CH2:16][C:17]3=[O:19])=[CH:12][CH:13]=2)[CH:2]=[CH:3][CH:4]=[CH:5][CH:6]=1, predict the reactants needed to synthesize it. The reactants are: [C:1]1([S:7][C:8]2[CH:13]=[CH:12][C:11]([CH2:14][CH2:15][CH2:16][C:17]([OH:19])=O)=[CH:10][CH:9]=2)[CH:6]=[CH:5][CH:4]=[CH:3][CH:2]=1.C(Cl)(=O)C(Cl)=O.[Cl-].[Cl-].[Cl-].[Al+3]. (8) Given the product [CH:56]([C:59]1[CH:64]=[CH:63][C:62]([CH3:65])=[CH:61][C:60]=1[NH:66][C:67]([NH:69][C:30]([NH:28][CH:23]1[CH2:22][C:21]2[C:25](=[CH:26][CH:27]=[C:19]([C:16]3[N:17]=[CH:18][N:14]([C:11]4[CH:12]=[CH:13][C:8]([O:7][C:2]([F:1])([F:29])[C:3]([F:6])([F:5])[F:4])=[CH:9][CH:10]=4)[N:15]=3)[CH:20]=2)[CH2:24]1)=[O:33])=[S:68])([CH3:58])[CH3:57], predict the reactants needed to synthesize it. The reactants are: [F:1][C:2]([F:29])([O:7][C:8]1[CH:13]=[CH:12][C:11]([N:14]2[CH:18]=[N:17][C:16]([C:19]3[CH:20]=[C:21]4[C:25](=[CH:26][CH:27]=3)[CH2:24][CH:23]([NH2:28])[CH2:22]4)=[N:15]2)=[CH:10][CH:9]=1)[C:3]([F:6])([F:5])[F:4].[C:30](=[O:33])(O)[O-].[Na+].ClC(Cl)(OC(=O)OC(Cl)(Cl)Cl)Cl.[N-]=C=O.C(=O)([O-])[O-].[Cs+].[Cs+].[CH:56]([C:59]1[CH:64]=[CH:63][C:62]([CH3:65])=[CH:61][C:60]=1[NH:66][C:67]([NH2:69])=[S:68])([CH3:58])[CH3:57]. (9) Given the product [Cl:1][C:2]1[CH:3]=[C:4]([S:8]([NH:11][C:12]2[CH:20]=[CH:19][C:15]([C:16]([O:18][CH:25]([CH2:24][O:23][CH3:22])[CH2:26][CH3:27])=[O:17])=[C:14]([OH:21])[CH:13]=2)(=[O:9])=[O:10])[S:5][C:6]=1[Cl:7], predict the reactants needed to synthesize it. The reactants are: [Cl:1][C:2]1[CH:3]=[C:4]([S:8]([NH:11][C:12]2[CH:20]=[CH:19][C:15]([C:16]([OH:18])=[O:17])=[C:14]([OH:21])[CH:13]=2)(=[O:10])=[O:9])[S:5][C:6]=1[Cl:7].[CH3:22][O:23][CH2:24][CH:25](O)[CH2:26][CH3:27]. (10) Given the product [CH3:1][S:2]([C:5]1[CH:6]=[C:7]([C:11]2[N:16]3[N:17]=[C:18]([NH:20][C:22]4[CH:23]=[CH:24][C:25]([CH2:26][N:27]5[CH2:32][CH2:31][O:30][CH2:29][CH2:28]5)=[CH:33][CH:34]=4)[N:19]=[C:15]3[CH:14]=[CH:13][CH:12]=2)[CH:8]=[CH:9][CH:10]=1)(=[O:3])=[O:4].[N:27]1([CH2:26][C:25]2[CH:33]=[CH:34][C:22]([NH2:16])=[CH:23][CH:24]=2)[CH2:32][CH2:31][O:30][CH2:29][CH2:28]1, predict the reactants needed to synthesize it. The reactants are: [CH3:1][S:2]([C:5]1[CH:6]=[C:7]([C:11]2[N:16]3[N:17]=[C:18]([NH2:20])[N:19]=[C:15]3[CH:14]=[CH:13][CH:12]=2)[CH:8]=[CH:9][CH:10]=1)(=[O:4])=[O:3].Br[C:22]1[CH:34]=[CH:33][C:25]([CH2:26][N:27]2[CH2:32][CH2:31][O:30][CH2:29][CH2:28]2)=[CH:24][CH:23]=1.